From a dataset of Full USPTO retrosynthesis dataset with 1.9M reactions from patents (1976-2016). Predict the reactants needed to synthesize the given product. (1) Given the product [N:11]([CH:10]([CH2:12][CH:13]([CH3:14])[CH3:15])[C:9]([O:8][CH2:1][C:2]1[CH:7]=[CH:6][CH:5]=[CH:4][CH:3]=1)=[O:16])=[C:18]=[O:20], predict the reactants needed to synthesize it. The reactants are: [CH2:1]([O:8][C:9](=[O:16])[C@H:10]([CH2:12][CH:13]([CH3:15])[CH3:14])[NH2:11])[C:2]1[CH:7]=[CH:6][CH:5]=[CH:4][CH:3]=1.Cl[C:18](Cl)([O:20]C(=O)OC(Cl)(Cl)Cl)Cl.C(N(CC)CC)C. (2) Given the product [F:42][C:2]([F:1])([F:41])[C:3]1[CH:4]=[C:5]([C@H:13]2[O:17][C:16](=[O:18])[N:15]([CH2:19][C:20]3[C:25]([C:26]4[CH:27]=[C:28]([CH2:33][CH2:34][OH:35])[CH:29]=[CH:30][C:31]=4[F:32])=[CH:24][CH:23]=[C:22]([CH:37]4[CH2:39][CH2:38]4)[N:21]=3)[C@H:14]2[CH3:40])[CH:6]=[C:7]([C:9]([F:10])([F:11])[F:12])[CH:8]=1, predict the reactants needed to synthesize it. The reactants are: [F:1][C:2]([F:42])([F:41])[C:3]1[CH:4]=[C:5]([C@H:13]2[O:17][C:16](=[O:18])[N:15]([CH2:19][C:20]3[C:25]([C:26]4[CH:27]=[C:28]([CH2:33][C:34](O)=[O:35])[CH:29]=[CH:30][C:31]=4[F:32])=[CH:24][CH:23]=[C:22]([CH:37]4[CH2:39][CH2:38]4)[N:21]=3)[C@H:14]2[CH3:40])[CH:6]=[C:7]([C:9]([F:12])([F:11])[F:10])[CH:8]=1. (3) The reactants are: [CH3:1][O:2][CH2:3][O:4][CH2:5][C:6]1[CH:10]=[C:9]([C:11]2[CH:16]=[CH:15][C:14]([C:17]([F:20])([F:19])[F:18])=[CH:13][CH:12]=2)[O:8][N:7]=1.[O:21]1CCC[CH2:22]1.C([Li])CCC. Given the product [CH3:1][O:2][CH2:3][O:4][CH2:5][C:6]1[C:10]([CH:22]=[O:21])=[C:9]([C:11]2[CH:16]=[CH:15][C:14]([C:17]([F:18])([F:20])[F:19])=[CH:13][CH:12]=2)[O:8][N:7]=1, predict the reactants needed to synthesize it. (4) Given the product [CH3:24][C:23]([C:25]([O:27][CH2:28][CH2:29][O:30][C:31]([CH2:33][C:34]([CH3:36])=[O:35])=[O:32])=[O:26])=[CH2:22], predict the reactants needed to synthesize it. The reactants are: COC(=O)C(C)=C.C(OCCCC)(=O)C=C.C(O)(=O)C=C.[CH3:22][C:23]([C:25]([O:27][CH2:28][CH2:29][O:30][C:31]([CH2:33][C:34]([CH3:36])=[O:35])=[O:32])=[O:26])=[CH2:24]. (5) Given the product [CH3:7][C:2]([C:8]1[CH:13]=[CH:12][C:11]([C:14]([F:15])([F:17])[F:16])=[CH:10][CH:9]=1)([CH3:1])[C:3]([OH:5])=[O:4], predict the reactants needed to synthesize it. The reactants are: [CH3:1][C:2]([C:8]1[CH:13]=[CH:12][C:11]([C:14]([F:17])([F:16])[F:15])=[CH:10][CH:9]=1)([CH3:7])[C:3]([O:5]C)=[O:4].[OH-].[K+]. (6) Given the product [CH3:42][C:30]1[CH:31]=[C:32]([O:34][CH2:35][CH2:36][CH2:37][S:38]([CH3:41])(=[O:39])=[O:40])[CH:33]=[C:28]([CH3:27])[C:29]=1[C:2]1[CH:10]=[CH:9][C:8]([F:11])=[C:7]2[C:3]=1[CH2:4][CH2:5][C@H:6]2[O:12][C:13]1[CH:26]=[CH:25][C:16]2[C@H:17]([CH2:20][C:21]([O:23][CH3:24])=[O:22])[CH2:18][O:19][C:15]=2[CH:14]=1, predict the reactants needed to synthesize it. The reactants are: Br[C:2]1[CH:10]=[CH:9][C:8]([F:11])=[C:7]2[C:3]=1[CH2:4][CH2:5][C@H:6]2[O:12][C:13]1[CH:26]=[CH:25][C:16]2[C@H:17]([CH2:20][C:21]([O:23][CH3:24])=[O:22])[CH2:18][O:19][C:15]=2[CH:14]=1.[CH3:27][C:28]1[CH:33]=[C:32]([O:34][CH2:35][CH2:36][CH2:37][S:38]([CH3:41])(=[O:40])=[O:39])[CH:31]=[C:30]([CH3:42])[C:29]=1B1OC(C)(C)C(C)(C)O1.C(=O)([O-])[O-].[Cs+].[Cs+].